The task is: Regression. Given a peptide amino acid sequence and an MHC pseudo amino acid sequence, predict their binding affinity value. This is MHC class I binding data.. This data is from Peptide-MHC class I binding affinity with 185,985 pairs from IEDB/IMGT. (1) The peptide sequence is FLAVFQSATK. The MHC is HLA-A33:01 with pseudo-sequence HLA-A33:01. The binding affinity (normalized) is 0.0742. (2) The peptide sequence is HPALVFDIT. The MHC is HLA-B35:01 with pseudo-sequence HLA-B35:01. The binding affinity (normalized) is 0.840. (3) The peptide sequence is EQLLKILDNL. The MHC is HLA-A02:01 with pseudo-sequence HLA-A02:01. The binding affinity (normalized) is 0.195. (4) The binding affinity (normalized) is 0.318. The peptide sequence is QPQWIAASI. The MHC is HLA-B51:01 with pseudo-sequence HLA-B51:01. (5) The peptide sequence is TPFGQQRVF. The MHC is HLA-B53:01 with pseudo-sequence HLA-B53:01. The binding affinity (normalized) is 0.484.